Predict the reaction yield, written as a fraction of the theoretical maximum amount of product (1.0 means a 100% yield; for example, 0.34 means a 34% yield). From a dataset of Reaction yield outcomes from USPTO patents with 853,638 reactions. (1) The reactants are [C:1]1([Mg]Br)[CH:6]=[CH:5][CH:4]=[CH:3][CH:2]=1.[N:9]12[CH2:16][CH2:15][CH:12]([CH2:13][CH2:14]1)[C@@H:11]([O:17][C:18](=[O:26])[C:19](=[O:25])[C:20]1[O:21][CH:22]=[CH:23][CH:24]=1)[CH2:10]2.[Cl-].[NH4+].CCOCC. The catalyst is C1COCC1.N#N. The product is [N:9]12[CH2:16][CH2:15][CH:12]([CH2:13][CH2:14]1)[C@@H:11]([O:17][C:18](=[O:26])[C:19]([C:20]1[O:21][CH:22]=[CH:23][CH:24]=1)([OH:25])[C:1]1[CH:6]=[CH:5][CH:4]=[CH:3][CH:2]=1)[CH2:10]2. The yield is 0.400. (2) The reactants are [NH2:1][C:2]1[C:11]([F:12])=[C:10](F)[CH:9]=[C:8]2[C:3]=1[C:4](=[O:23])[C:5]([C:20]([OH:22])=[O:21])=[CH:6][N:7]2[CH:14]1[CH2:19][CH2:18][O:17][CH2:16][CH2:15]1.[N:24]1[CH:29]=[CH:28][CH:27]=[CH:26][C:25]=1[NH:30][CH2:31][CH2:32][NH2:33].C(N(CC)CC)C. The catalyst is CS(C)=O. The product is [NH2:1][C:2]1[C:11]([F:12])=[C:10]([NH:33][CH2:32][CH2:31][NH:30][C:25]2[CH:26]=[CH:27][CH:28]=[CH:29][N:24]=2)[CH:9]=[C:8]2[C:3]=1[C:4](=[O:23])[C:5]([C:20]([OH:22])=[O:21])=[CH:6][N:7]2[CH:14]1[CH2:15][CH2:16][O:17][CH2:18][CH2:19]1. The yield is 0.880. (3) The reactants are [ClH:1].[NH2:2][N:3]1[CH2:7][CH2:6][CH2:5][CH2:4]1.O.ON1[C:14]2[CH:15]=[CH:16][CH:17]=[CH:18][C:13]=2N=N1.[ClH:19].CN(C)[CH2:22][CH2:23][CH2:24][N:25]=[C:26]=[N:27][CH2:28][CH3:29].[C:31](=[O:34])([O-])O.[Na+].C([N:38]([CH2:41][CH3:42])CC)C. The catalyst is C(Cl)(Cl)Cl.O. The product is [Cl:1][C:13]1[CH:18]=[CH:17][CH:16]=[CH:15][C:14]=1[C:29]1[CH:28]=[N:27][C:26]2[N:25]([N:38]=[CH:41][C:42]=2[C:31](=[O:34])[NH:2][N:3]2[CH2:7][CH2:6][CH2:5][CH2:4]2)[C:24]=1[C:23]1[CH:22]=[CH:7][C:6]([Cl:19])=[CH:5][CH:4]=1. The yield is 0.700.